Dataset: CYP1A2 inhibition data for predicting drug metabolism from PubChem BioAssay. Task: Regression/Classification. Given a drug SMILES string, predict its absorption, distribution, metabolism, or excretion properties. Task type varies by dataset: regression for continuous measurements (e.g., permeability, clearance, half-life) or binary classification for categorical outcomes (e.g., BBB penetration, CYP inhibition). Dataset: cyp1a2_veith. (1) The drug is O=C(CSCc1cccc(Cl)c1)NCc1ccc2c(c1)OCO2. The result is 1 (inhibitor). (2) The drug is c1ccc2sc(SCN(C3CCCCC3)C3CCCCC3)nc2c1. The result is 1 (inhibitor). (3) The drug is CC(NC(=O)OC1CCCCC1)N1C(=O)C2C3C=CC(C3)C2C1=O. The result is 0 (non-inhibitor). (4) The drug is CC(C)CN1CCC2(CC1)CCN(C(=O)c1ccncc1)CC2. The result is 0 (non-inhibitor).